From a dataset of Catalyst prediction with 721,799 reactions and 888 catalyst types from USPTO. Predict which catalyst facilitates the given reaction. Reactant: [CH3:1][C:2]([C:4]1[CH:9]=[CH:8][C:7]([Cl:10])=[CH:6][CH:5]=1)=O.C([NH2:13])=O.C(O)=O. Product: [Cl:10][C:7]1[CH:8]=[CH:9][C:4]([CH:2]([NH2:13])[CH3:1])=[CH:5][CH:6]=1. The catalyst class is: 6.